This data is from Full USPTO retrosynthesis dataset with 1.9M reactions from patents (1976-2016). The task is: Predict the reactants needed to synthesize the given product. (1) Given the product [CH2:26]([P:2]([CH2:6][CH3:7])(=[O:4])[O-:3])[CH3:27].[Al+3:42].[CH2:6]([P:2]([CH2:39][CH3:40])(=[O:4])[O-:3])[CH3:7].[CH2:26]([P:2]([CH2:6][CH3:7])(=[O:4])[O-:3])[CH3:27], predict the reactants needed to synthesize it. The reactants are: O.[PH2:2]([O-:4])=[O:3].[Na+].[CH2:6]=[CH2:7].C([O-])([O-])=O.C([O-])([O-])=O.OO.OO.OO.[Na+].[Na+].[Na+].[Na+].[C:26](N([C:39](=O)[CH3:40])[CH2:26][CH2:27]N(C(=O)C)[C:39](=O)[CH3:40])(=O)[CH3:27].[Al:42]. (2) Given the product [Si:1]([O:8][C@H:9]([C:39](=[O:42])[NH2:40])[CH2:10][C@H:11]1[CH2:22][CH2:21][C:20]2[S:19][C:18]3[N:17]=[CH:16][N:15]=[C:14]([O:23][CH:24]4[CH2:25][CH2:26][CH:27]([N:30]([CH3:38])[C:31](=[O:37])[O:32][C:33]([CH3:34])([CH3:36])[CH3:35])[CH2:28][CH2:29]4)[C:13]=3[C:12]1=2)([C:4]([CH3:7])([CH3:6])[CH3:5])([CH3:3])[CH3:2], predict the reactants needed to synthesize it. The reactants are: [Si:1]([O:8][CH:9]([C:39]#[N:40])[CH2:10][C@H:11]1[CH2:22][CH2:21][C:20]2[S:19][C:18]3[N:17]=[CH:16][N:15]=[C:14]([O:23][CH:24]4[CH2:29][CH2:28][CH:27]([N:30]([CH3:38])[C:31](=[O:37])[O:32][C:33]([CH3:36])([CH3:35])[CH3:34])[CH2:26][CH2:25]4)[C:13]=3[C:12]1=2)([C:4]([CH3:7])([CH3:6])[CH3:5])([CH3:3])[CH3:2].[Li+].[OH-:42].OO. (3) Given the product [Cl:1][C:2]1[N:10]=[C:9]2[C:5]([N:6]=[CH:7][N:8]2[CH3:12])=[C:4]([Cl:11])[N:3]=1, predict the reactants needed to synthesize it. The reactants are: [Cl:1][C:2]1[N:10]=[C:9]2[C:5]([N:6]=[CH:7][NH:8]2)=[C:4]([Cl:11])[N:3]=1.[C:12]([O-])([O-])=O.[K+].[K+].IC. (4) Given the product [CH3:8][O:9][C:10](=[O:15])[C:11]([CH3:13])([CH3:12])[CH:1]([C:4]#[N:5])[C:2]#[N:3], predict the reactants needed to synthesize it. The reactants are: [CH2:1]([C:4]#[N:5])[C:2]#[N:3].[H-].[Na+].[CH3:8][O:9][C:10](=[O:15])[C:11](Br)([CH3:13])[CH3:12].C(=O)([O-])O.[Na+]. (5) Given the product [CH2:1]([O:8][C:9]1[CH:14]=[CH:13][C:12](/[CH:20]=[CH:19]/[C:18]([O:22][C:33]([CH3:34])([CH3:35])[CH3:36])=[O:21])=[C:11]([CH3:16])[C:10]=1[CH3:17])[C:2]1[CH:7]=[CH:6][CH:5]=[CH:4][CH:3]=1, predict the reactants needed to synthesize it. The reactants are: [CH2:1]([O:8][C:9]1[CH:14]=[CH:13][C:12](Br)=[C:11]([CH3:16])[C:10]=1[CH3:17])[C:2]1[CH:7]=[CH:6][CH:5]=[CH:4][CH:3]=1.[C:18]([O:22]CCCC)(=[O:21])[CH:19]=[CH2:20].CCN([CH:33]([CH3:35])[CH3:34])C(C)C.[CH3:36]N(C)C=O. (6) Given the product [CH3:1][O:2][C:3]1[CH:18]=[CH:17][C:6]([O:7][C:8]2[CH:13]=[CH:12][C:11]([C:14](=[O:16])[CH2:15][CH:19]=[O:20])=[CH:10][CH:9]=2)=[CH:5][CH:4]=1, predict the reactants needed to synthesize it. The reactants are: [CH3:1][O:2][C:3]1[CH:18]=[CH:17][C:6]([O:7][C:8]2[CH:13]=[CH:12][C:11]([C:14](=[O:16])[CH3:15])=[CH:10][CH:9]=2)=[CH:5][CH:4]=1.[CH:19](OCC)=[O:20].CC([O-])(C)C.[K+].CC(O)=O. (7) Given the product [Br:1][C:2]1[CH:3]=[C:4]2[C:9](=[CH:10][CH:11]=1)[C:8]([N:12]([C:13]([O:15][C:16]([CH3:19])([CH3:18])[CH3:17])=[O:14])[C:13]([O:15][C:16]([CH3:19])([CH3:18])[CH3:17])=[O:14])=[N:7][N:6]=[CH:5]2, predict the reactants needed to synthesize it. The reactants are: [Br:1][C:2]1[CH:3]=[C:4]2[C:9](=[CH:10][CH:11]=1)[C:8]([NH2:12])=[N:7][N:6]=[CH:5]2.[C:13](O[C:13]([O:15][C:16]([CH3:19])([CH3:18])[CH3:17])=[O:14])([O:15][C:16]([CH3:19])([CH3:18])[CH3:17])=[O:14].